From a dataset of hERG potassium channel inhibition data for cardiac toxicity prediction from Karim et al.. Regression/Classification. Given a drug SMILES string, predict its toxicity properties. Task type varies by dataset: regression for continuous values (e.g., LD50, hERG inhibition percentage) or binary classification for toxic/non-toxic outcomes (e.g., AMES mutagenicity, cardiotoxicity, hepatotoxicity). Dataset: herg_karim. (1) The molecule is CC1CCCN1CCc1ccc(-c2ccc(S(=O)(=O)NC3CCC3)cc2)cc1. The result is 1 (blocker). (2) The molecule is Cc1cc(-c2ccc3c(c2)CCN(CCCSc2nnc(-c4ccc(Cl)cc4)n2C)CC3)no1. The result is 1 (blocker). (3) The compound is CNCc1cc(F)c(Cl)cc1Oc1ccc(Cl)c(Cl)c1. The result is 1 (blocker). (4) The drug is OCC1(NCCCC2CCc3ccc(OCc4noc(-c5ccc(Cl)cc5)n4)cc32)CCCC1. The result is 1 (blocker). (5) The compound is O=C(c1ccc(F)cc1)N1CCN(c2ccc(OCCCN3CCCCCC3)cc2)C(=O)C1. The result is 0 (non-blocker). (6) The compound is CC(C)S(=O)(=O)N[C@@H]1COC[C@@H]1c1ccc(-c2ccc(F)cn2)cc1. The result is 0 (non-blocker). (7) The molecule is Cl.O=C(O)C[C@@H](c1ccc(Cl)c(F)c1)N(Cc1ccc(OCCN2C(=O)CCC2=O)c(F)c1)CC1CC1. The result is 0 (non-blocker).